Task: Predict the product of the given reaction.. Dataset: Forward reaction prediction with 1.9M reactions from USPTO patents (1976-2016) (1) The product is: [CH3:1][S:2]([C:3]1[CH:4]=[CH:5][C:6]([N:9]2[C:13]3[CH:14]=[C:15]([C:18]([O:20][CH3:21])=[O:19])[CH:16]=[CH:17][C:12]=3[N:11]=[CH:10]2)=[CH:7][CH:8]=1)=[O:30]. Given the reactants [CH3:1][S:2][C:3]1[CH:8]=[CH:7][C:6]([N:9]2[C:13]3[CH:14]=[C:15]([C:18]([O:20][CH3:21])=[O:19])[CH:16]=[CH:17][C:12]=3[N:11]=[CH:10]2)=[CH:5][CH:4]=1.ClC1C=CC=C(C(OO)=[O:30])C=1.S([O-])([O-])(=O)=S.[Na+].[Na+], predict the reaction product. (2) Given the reactants [Si:1]([O:8][CH:9]1[CH2:14][CH2:13][CH:12]([CH2:15][C@H:16]([NH:20][C:21](=[O:27])[O:22][C:23]([CH3:26])([CH3:25])[CH3:24])[CH2:17][NH:18][CH3:19])[CH2:11][CH2:10]1)([C:4]([CH3:7])([CH3:6])[CH3:5])([CH3:3])[CH3:2].CCN(CC)CC.[C:35](Cl)([O:37][CH2:38][C:39]1[CH:44]=[CH:43][CH:42]=[CH:41][CH:40]=1)=[O:36].O, predict the reaction product. The product is: [Si:1]([O:8][CH:9]1[CH2:10][CH2:11][CH:12]([CH2:15][C@H:16]([NH:20][C:21](=[O:27])[O:22][C:23]([CH3:26])([CH3:25])[CH3:24])[CH2:17][N:18]([CH3:19])[C:35]([O:37][CH2:38][C:39]2[CH:44]=[CH:43][CH:42]=[CH:41][CH:40]=2)=[O:36])[CH2:13][CH2:14]1)([C:4]([CH3:6])([CH3:7])[CH3:5])([CH3:3])[CH3:2]. (3) Given the reactants [Br:1][C:2]1[CH:7]=[CH:6][C:5]([C:8]2[O:12][N:11]=[C:10]([CH3:13])[C:9]=2[CH2:14][OH:15])=[CH:4][CH:3]=1.[CH:16]1([N:21]=[C:22]=[O:23])[CH2:20][CH2:19][CH2:18][CH2:17]1, predict the reaction product. The product is: [Br:1][C:2]1[CH:3]=[CH:4][C:5]([C:8]2[O:12][N:11]=[C:10]([CH3:13])[C:9]=2[CH2:14][O:15][C:22](=[O:23])[NH:21][CH:16]2[CH2:20][CH2:19][CH2:18][CH2:17]2)=[CH:6][CH:7]=1. (4) Given the reactants [C:1]12([CH2:11][CH2:12][C:13](OC)=[O:14])[CH2:10][CH:5]3[CH2:6][CH:7]([CH2:9][CH:3]([CH2:4]3)[CH2:2]1)[CH2:8]2.[H-].[Al+3].[Li+].[H-].[H-].[H-].O.[OH-].[Na+], predict the reaction product. The product is: [C:1]12([CH2:11][CH2:12][CH2:13][OH:14])[CH2:8][CH:7]3[CH2:6][CH:5]([CH2:4][CH:3]([CH2:9]3)[CH2:2]1)[CH2:10]2. (5) Given the reactants [F:1][CH2:2][C@@:3]1([C:50]([OH:52])=[O:51])[CH2:8][CH2:7][C:6]([C:9]2[C:10]([CH3:49])([CH3:48])[C@H:11]3[C@:24]([CH3:27])([CH2:25][CH:26]=2)[C@@H:23]2[C@:14]([CH3:47])([C@@:15]4([CH3:46])[C@H:20]([CH2:21][CH2:22]2)[C@H:19]2[C@H:28]([C:31]([CH3:33])=[CH2:32])[CH2:29][CH2:30][C@:18]2([NH:34][CH2:35][C:36](N2CCC(O)(C)CC2)=[O:37])[CH2:17][CH2:16]4)[CH2:13][CH2:12]3)=[CH:5][CH2:4]1.[S:53]1(=[O:61])(=[O:60])[CH2:59][CH2:58][CH2:57][NH:56][CH2:55][CH2:54]1.C(O)(C(F)(F)F)=O, predict the reaction product. The product is: [O:60]=[S:53]1(=[O:61])[CH2:59][CH2:58][CH2:57][N:56]([C:36](=[O:37])[CH2:35][NH:34][C@:18]23[CH2:30][CH2:29][C@@H:28]([C:31]([CH3:33])=[CH2:32])[C@@H:19]2[C@@H:20]2[C@@:15]([CH3:46])([CH2:16][CH2:17]3)[C@@:14]3([CH3:47])[C@@H:23]([C@:24]4([CH3:27])[C@@H:11]([CH2:12][CH2:13]3)[C:10]([CH3:49])([CH3:48])[C:9]([C:6]3[CH2:7][CH2:8][C@@:3]([CH2:2][F:1])([C:50]([OH:52])=[O:51])[CH2:4][CH:5]=3)=[CH:26][CH2:25]4)[CH2:22][CH2:21]2)[CH2:55][CH2:54]1. (6) Given the reactants [N+:1]([C:4]1[CH:9]=[CH:8][C:7]([C:10]2[NH:19][C:13]3[CH:14]=[N:15][C:16]([NH2:18])=[CH:17][C:12]=3[N:11]=2)=[CH:6][CH:5]=1)([O-:3])=[O:2].[C:20]12([C:30](Cl)=[O:31])[CH2:29][CH:24]3[CH2:25][CH:26]([CH2:28][CH:22]([CH2:23]3)[CH2:21]1)[CH2:27]2, predict the reaction product. The product is: [N+:1]([C:4]1[CH:9]=[CH:8][C:7]([C:10]2[NH:19][C:13]3[CH:14]=[N:15][C:16]([NH:18][C:30]([C:20]45[CH2:29][CH:24]6[CH2:23][CH:22]([CH2:28][CH:26]([CH2:25]6)[CH2:27]4)[CH2:21]5)=[O:31])=[CH:17][C:12]=3[N:11]=2)=[CH:6][CH:5]=1)([O-:3])=[O:2]. (7) Given the reactants [F:1][C:2]1[CH:3]=[CH:4][C:5]([C@H:8]([NH:10][C:11](=[O:28])[C:12]2[CH:17]=[C:16]([C:18]3[CH:23]=[CH:22][C:21]([CH3:24])=[CH:20][N:19]=3)[CH:15]=[C:14](/[CH:25]=[N:26]/[OH:27])[CH:13]=2)[CH3:9])=[N:6][CH:7]=1.[Cl:29]N1C(=O)CCC1=O, predict the reaction product. The product is: [F:1][C:2]1[CH:3]=[CH:4][C:5]([C@H:8]([NH:10][C:11]([C:12]2[CH:13]=[C:14]([C:25]([Cl:29])=[N:26][OH:27])[CH:15]=[C:16]([C:18]3[CH:23]=[CH:22][C:21]([CH3:24])=[CH:20][N:19]=3)[CH:17]=2)=[O:28])[CH3:9])=[N:6][CH:7]=1. (8) Given the reactants [C:1]([C:5]1[N:9]=[C:8]([CH2:10][C:11]#[N:12])[NH:7][N:6]=1)([CH3:4])([CH3:3])[CH3:2].C([O:15][C:16](=O)[CH:17]([C:21]1[CH:26]=[CH:25][CH:24]=[CH:23][CH:22]=1)[C:18]([CH3:20])=O)C.C([O-])(=O)C.[NH4+], predict the reaction product. The product is: [C:1]([C:5]1[NH:9][C:8]2=[C:10]([C:11]#[N:12])[C:18]([CH3:20])=[C:17]([C:21]3[CH:26]=[CH:25][CH:24]=[CH:23][CH:22]=3)[C:16](=[O:15])[N:7]2[N:6]=1)([CH3:4])([CH3:2])[CH3:3].